From a dataset of Full USPTO retrosynthesis dataset with 1.9M reactions from patents (1976-2016). Predict the reactants needed to synthesize the given product. (1) Given the product [Br:8][C:9]1[CH:14]=[CH:13][N:12]=[C:11]([N:15]([CH2:25][C:24]2[CH:27]=[CH:28][C:21]([O:20][CH3:19])=[CH:22][CH:23]=2)[C:16](=[O:18])[CH3:17])[CH:10]=1, predict the reactants needed to synthesize it. The reactants are: [H-].[Na+].CN(C)C=O.[Br:8][C:9]1[CH:14]=[CH:13][N:12]=[C:11]([NH:15][C:16](=[O:18])[CH3:17])[CH:10]=1.[CH3:19][O:20][C:21]1[CH:28]=[CH:27][C:24]([CH2:25]Br)=[CH:23][CH:22]=1. (2) Given the product [CH2:7]([O:26][C:19]1[CH:20]=[C:21]([CH:24]=[CH:25][C:18]=1[O:17][CH:16]([F:15])[F:27])[CH:22]=[O:23])[C:8]1[CH:13]=[CH:12][CH:11]=[CH:10][CH:9]=1, predict the reactants needed to synthesize it. The reactants are: C(=O)([O-])[O-].[K+].[K+].[CH2:7](Br)[C:8]1[CH:13]=[CH:12][CH:11]=[CH:10][CH:9]=1.[F:15][CH:16]([F:27])[O:17][C:18]1[CH:25]=[CH:24][C:21]([CH:22]=[O:23])=[CH:20][C:19]=1[OH:26].